From a dataset of Forward reaction prediction with 1.9M reactions from USPTO patents (1976-2016). Predict the product of the given reaction. (1) The product is: [CH3:7][O:8][C:9](=[O:28])[CH2:10][C:11]1[CH:16]=[CH:15][C:14]([O:17][C:18]2[C:19]3[CH2:27][CH2:26][CH2:25][C:20]=3[N:21]=[C:22]([C:32]3[CH:33]=[CH:34][C:35]([OH:36])=[C:30]([Cl:29])[CH:31]=3)[N:23]=2)=[CH:13][CH:12]=1. Given the reactants N1C=CC=NC=1.[CH3:7][O:8][C:9](=[O:28])[CH2:10][C:11]1[CH:16]=[CH:15][C:14]([O:17][C:18]2[C:19]3[CH2:27][CH2:26][CH2:25][C:20]=3[N:21]=[C:22](Cl)[N:23]=2)=[CH:13][CH:12]=1.[Cl:29][C:30]1[CH:31]=[C:32](B(O)O)[CH:33]=[CH:34][C:35]=1[OH:36].P([O-])([O-])([O-])=O.[K+].[K+].[K+].B(O)O, predict the reaction product. (2) Given the reactants [C:1]([O:5][C:6](=[O:27])[CH2:7][N:8]1[C:16]2[C:11](=[C:12]([N+:17]([O-])=O)[CH:13]=[CH:14][CH:15]=2)[C:10]([CH2:20][CH2:21][C:22]([O:24][CH2:25][CH3:26])=[O:23])=[CH:9]1)([CH3:4])([CH3:3])[CH3:2], predict the reaction product. The product is: [NH2:17][C:12]1[CH:13]=[CH:14][CH:15]=[C:16]2[C:11]=1[C:10]([CH2:20][CH2:21][C:22]([O:24][CH2:25][CH3:26])=[O:23])=[CH:9][N:8]2[CH2:7][C:6]([O:5][C:1]([CH3:4])([CH3:3])[CH3:2])=[O:27].